Dataset: Peptide-MHC class II binding affinity with 134,281 pairs from IEDB. Task: Regression. Given a peptide amino acid sequence and an MHC pseudo amino acid sequence, predict their binding affinity value. This is MHC class II binding data. (1) The peptide sequence is ALSAEYAAVAQELSV. The MHC is HLA-DPA10103-DPB10301 with pseudo-sequence HLA-DPA10103-DPB10301. The binding affinity (normalized) is 0.516. (2) The peptide sequence is QRLLRKSKRGDTDLD. The MHC is DRB1_0101 with pseudo-sequence DRB1_0101. The binding affinity (normalized) is 0.0579.